This data is from Aqueous solubility values for 9,982 compounds from the AqSolDB database. The task is: Regression/Classification. Given a drug SMILES string, predict its absorption, distribution, metabolism, or excretion properties. Task type varies by dataset: regression for continuous measurements (e.g., permeability, clearance, half-life) or binary classification for categorical outcomes (e.g., BBB penetration, CYP inhibition). For this dataset (solubility_aqsoldb), we predict Y. (1) The drug is CCOC(=O)/C=C\C(=O)OCC. The Y is -1.09 log mol/L. (2) The molecule is CC1c2nc3ccccc3c(=O)n2CN1C. The Y is 0.0300 log mol/L. (3) The drug is NC(Cc1c[nH]c2ccc(O)cc12)C(=O)O. The Y is -1.34 log mol/L. (4) The compound is O=C1CCCN1. The Y is 1.07 log mol/L.